Task: Predict which catalyst facilitates the given reaction.. Dataset: Catalyst prediction with 721,799 reactions and 888 catalyst types from USPTO (1) Reactant: Cl[C:2]1[CH:7]=[CH:6][C:5]([N+:8]([O-:10])=[O:9])=[CH:4][N:3]=1.[CH2:11]([C:13]1[CH:18]=[CH:17][CH:16]=[CH:15][C:14]=1[OH:19])[CH3:12]. Product: [CH2:11]([C:13]1[CH:18]=[CH:17][CH:16]=[CH:15][C:14]=1[O:19][C:2]1[CH:7]=[CH:6][C:5]([N+:8]([O-:10])=[O:9])=[CH:4][N:3]=1)[CH3:12]. The catalyst class is: 9. (2) Reactant: FC(F)(F)C(O)=O.[CH3:8][NH:9][C:10]([C:12]1[N:13]=[CH:14][C:15]([O:18][CH2:19][C:20]2[CH:37]=[CH:36][C:23]3[CH2:24][CH2:25][N:26](C(OC(C)(C)C)=O)[CH2:27][CH2:28][C:22]=3[CH:21]=2)=[N:16][CH:17]=1)=[O:11]. Product: [CH3:8][NH:9][C:10]([C:12]1[CH:17]=[N:16][C:15]([O:18][CH2:19][C:20]2[CH:37]=[CH:36][C:23]3[CH2:24][CH2:25][NH:26][CH2:27][CH2:28][C:22]=3[CH:21]=2)=[CH:14][N:13]=1)=[O:11]. The catalyst class is: 4.